This data is from NCI-60 drug combinations with 297,098 pairs across 59 cell lines. The task is: Regression. Given two drug SMILES strings and cell line genomic features, predict the synergy score measuring deviation from expected non-interaction effect. Drug 1: C1=NC(=NC(=O)N1C2C(C(C(O2)CO)O)O)N. Drug 2: C(CCl)NC(=O)N(CCCl)N=O. Cell line: DU-145. Synergy scores: CSS=28.9, Synergy_ZIP=-7.89, Synergy_Bliss=-4.80, Synergy_Loewe=-21.8, Synergy_HSA=-1.98.